The task is: Predict the reactants needed to synthesize the given product.. This data is from Full USPTO retrosynthesis dataset with 1.9M reactions from patents (1976-2016). (1) Given the product [NH2:21][C:11]1[CH:10]=[CH:9][C:14]([Cl:15])=[CH:13][C:12]=1[C:16]([NH:8][CH2:7][CH:1]1[CH2:6][CH2:5][CH2:4][CH2:3][CH2:2]1)=[O:18], predict the reactants needed to synthesize it. The reactants are: [CH:1]1([CH2:7][NH2:8])[CH2:6][CH2:5][CH2:4][CH2:3][CH2:2]1.[CH:9]1[C:14]([Cl:15])=[CH:13][C:12]2[C:16]([O:18]C([NH:21][C:11]=2[CH:10]=1)=O)=O.C(N(C(C)C)CC)(C)C. (2) The reactants are: [Cl:1][C:2]1[CH:11]=[C:10]([C:12]2[NH:16][N:15]=[N:14][N:13]=2)[CH:9]=[CH:8][C:3]=1[C:4]([O:6][CH3:7])=[O:5].[C:17](=O)([O-])[O-].[K+].[K+].CI.O. Given the product [Cl:1][C:2]1[CH:11]=[C:10]([C:12]2[N:13]=[N:14][N:15]([CH3:17])[N:16]=2)[CH:9]=[CH:8][C:3]=1[C:4]([O:6][CH3:7])=[O:5], predict the reactants needed to synthesize it.